The task is: Binary Classification. Given a drug SMILES string, predict its activity (active/inactive) in a high-throughput screening assay against a specified biological target.. This data is from Tyrosyl-DNA phosphodiesterase HTS with 341,365 compounds. The drug is S(CC(=O)c1ccc([N+]([O-])=O)cc1)c1oc(nn1)c1cc(OC)cc(OC)c1. The result is 0 (inactive).